From a dataset of Forward reaction prediction with 1.9M reactions from USPTO patents (1976-2016). Predict the product of the given reaction. (1) Given the reactants [Cl:1][C:2]1[CH:3]=[C:4](/[CH:25]=[CH:26]/[C:27](OCC)=[O:28])[CH:5]=[N:6][C:7]=1[NH:8][CH:9]1[CH2:14][CH2:13][N:12]([C:15]([NH:17][C:18]2[CH:23]=[CH:22][C:21]([Cl:24])=[CH:20][CH:19]=2)=[O:16])[CH2:11][CH2:10]1.[OH-].[Na+].Cl.ClC1C=C(C=CC(O)=O)C=NC=1NC1CCN(C(=O)NC2C=CC(Cl)=CC=2)CC1.[O:64]1[CH2:69][CH2:68][CH2:67][CH2:66][CH:65]1[O:70][NH2:71].CCN=C=NCCCN(C)C.C1C=CC2N(O)N=NC=2C=1, predict the reaction product. The product is: [Cl:1][C:2]1[C:7]([NH:8][CH:9]2[CH2:14][CH2:13][N:12]([C:15]([NH:17][C:18]3[CH:19]=[CH:20][C:21]([Cl:24])=[CH:22][CH:23]=3)=[O:16])[CH2:11][CH2:10]2)=[N:6][CH:5]=[C:4](/[CH:25]=[CH:26]/[C:27](=[O:28])[NH:71][O:70][CH:65]2[CH2:66][CH2:67][CH2:68][CH2:69][O:64]2)[CH:3]=1. (2) The product is: [CH3:25][C@H:20]1[NH:21][C@@H:22]([CH3:24])[CH2:23][N:18]([C:16]2[CH:15]=[CH:14][C:13]([O:26][CH3:27])=[C:12]([NH:11][S:8]([C:5]3[CH:6]=[CH:7][C:2]([C:30]4[O:29][CH:33]=[CH:32][CH:31]=4)=[C:3]([F:28])[CH:4]=3)(=[O:10])=[O:9])[CH:17]=2)[CH2:19]1. Given the reactants Br[C:2]1[CH:7]=[CH:6][C:5]([S:8]([NH:11][C:12]2[CH:17]=[C:16]([N:18]3[CH2:23][C@H:22]([CH3:24])[NH:21][C@H:20]([CH3:25])[CH2:19]3)[CH:15]=[CH:14][C:13]=2[O:26][CH3:27])(=[O:10])=[O:9])=[CH:4][C:3]=1[F:28].[O:29]1[CH:33]=[CH:32][CH:31]=[C:30]1B(O)O.CC(C)([O-])C.[K+].B(O)O, predict the reaction product. (3) Given the reactants [F:1][C:2]1[CH:3]=[C:4]([C:10]2[CH:11]=[C:12]([C:17]([O:19][CH3:20])=[O:18])[C:13](=[O:16])[NH:14][N:15]=2)[CH:5]=[CH:6][C:7]=1[O:8][CH3:9].[Cl:21][C:22]1[CH:29]=[CH:28][C:25]([CH2:26]Cl)=[CH:24][CH:23]=1, predict the reaction product. The product is: [Cl:21][C:22]1[CH:29]=[CH:28][C:25]([CH2:26][N:14]2[C:13](=[O:16])[C:12]([C:17]([O:19][CH3:20])=[O:18])=[CH:11][C:10]([C:4]3[CH:5]=[CH:6][C:7]([O:8][CH3:9])=[C:2]([F:1])[CH:3]=3)=[N:15]2)=[CH:24][CH:23]=1.